Task: Regression/Classification. Given a drug SMILES string, predict its absorption, distribution, metabolism, or excretion properties. Task type varies by dataset: regression for continuous measurements (e.g., permeability, clearance, half-life) or binary classification for categorical outcomes (e.g., BBB penetration, CYP inhibition). Dataset: b3db_classification.. Dataset: Blood-brain barrier permeability classification from the B3DB database (1) The compound is COc1ccnc(C[S+]([O-])c2nc3ccc(OC(F)F)cc3[nH]2)c1OC. The result is 0 (does not penetrate BBB). (2) The result is 1 (penetrates BBB). The molecule is C[C@]12C=C(Br)C(=O)C=C1[C@H](F)C[C@H]1[C@@H]3CCC(O)(C(=O)CO)[C@@]3(C)C[C@H](O)C12F. (3) The drug is CC1=CC(=O)N2CC(=O)N(C)c3ccc(Cl)cc3[C@]2(c2ccccc2)O1. The result is 1 (penetrates BBB). (4) The drug is CN1CCC23c4c5ccc(O)c4OC2CCCC3C1C5. The result is 1 (penetrates BBB).